Predict the reaction yield, written as a fraction of the theoretical maximum amount of product (1.0 means a 100% yield; for example, 0.34 means a 34% yield). From a dataset of Reaction yield outcomes from USPTO patents with 853,638 reactions. (1) The reactants are [Cl:1][C:2]1[C:11]2[C:6](=[CH:7][C:8]([CH:12]=O)=[CH:9][CH:10]=2)[N:5]=[C:4]([CH3:14])[CH:3]=1.[NH2:15][C:16]1[CH:23]=[CH:22][C:19]([C:20]#[N:21])=[C:18]([C:24]([F:27])([F:26])[F:25])[CH:17]=1.Cl.[BH4-].[Na+]. The catalyst is C(O)C. The product is [Cl:1][C:2]1[C:11]2[C:6](=[CH:7][C:8]([CH2:12][NH:15][C:16]3[CH:23]=[CH:22][C:19]([C:20]#[N:21])=[C:18]([C:24]([F:25])([F:26])[F:27])[CH:17]=3)=[CH:9][CH:10]=2)[N:5]=[C:4]([CH3:14])[CH:3]=1. The yield is 0.370. (2) The reactants are [OH:1][CH:2]([C:19]1[O:20][C:21]([C:24]2[N:29]=[CH:28][C:27]([C:30]([O:32][CH3:33])=[O:31])=[CH:26][CH:25]=2)=[CH:22][N:23]=1)[CH2:3][CH2:4][C:5]1[CH:10]=[CH:9][C:8]([CH2:11][O:12][C:13]2[CH:18]=[CH:17][CH:16]=[CH:15][CH:14]=2)=[CH:7][CH:6]=1.CC(OI1(OC(C)=O)(OC(C)=O)OC(=O)C2C=CC=CC1=2)=O.C([O-])(O)=O.[Na+]. The catalyst is C(Cl)Cl. The product is [O:12]([CH2:11][C:8]1[CH:7]=[CH:6][C:5]([CH2:4][CH2:3][C:2]([C:19]2[O:20][C:21]([C:24]3[N:29]=[CH:28][C:27]([C:30]([O:32][CH3:33])=[O:31])=[CH:26][CH:25]=3)=[CH:22][N:23]=2)=[O:1])=[CH:10][CH:9]=1)[C:13]1[CH:18]=[CH:17][CH:16]=[CH:15][CH:14]=1. The yield is 0.780. (3) The reactants are [CH3:1][C:2]([N:6]1[C:18]2[CH:17]=[CH:16][CH:15]=[CH:14][C:13]=2[C:12]2[C:7]1=[CH:8][CH:9]=[CH:10][CH:11]=2)([C:4]#[CH:5])[CH3:3].N1C2C(=CC=CC=2)C=CC=1. The catalyst is [Pd].C1C=CC=CC=1. The product is [CH3:3][C:2]([N:6]1[C:18]2[CH:17]=[CH:16][CH:15]=[CH:14][C:13]=2[C:12]2[C:7]1=[CH:8][CH:9]=[CH:10][CH:11]=2)([CH:4]=[CH2:5])[CH3:1]. The yield is 0.960. (4) The reactants are [CH3:1][O:2][C:3]1[CH:8]=[CH:7][C:6]([O:9][CH3:10])=[CH:5][C:4]=1[C:11]1[C:12](=[O:23])[O:13][C:14]2[C:19]([C:20]=1[CH3:21])=[CH:18][CH:17]=[C:16]([OH:22])[CH:15]=2.[I-].[N:25]1([C:35](N2C=C[N+](C)=C2)=[O:36])[C:34]2[C:29](=[CH:30][CH:31]=[CH:32][CH:33]=2)[CH2:28][CH2:27][CH2:26]1. No catalyst specified. The product is [CH3:1][O:2][C:3]1[CH:8]=[CH:7][C:6]([O:9][CH3:10])=[CH:5][C:4]=1[C:11]1[C:12](=[O:23])[O:13][C:14]2[C:19]([C:20]=1[CH3:21])=[CH:18][CH:17]=[C:16]([O:22][C:35]([N:25]1[C:34]3[C:29](=[CH:30][CH:31]=[CH:32][CH:33]=3)[CH2:28][CH2:27][CH2:26]1)=[O:36])[CH:15]=2. The yield is 0.210. (5) The reactants are FC(F)(F)S(O)(=O)=O.[Br:9][C:10]1[CH:30]=[CH:29][C:28]([Cl:31])=[CH:27][C:11]=1[CH2:12][CH2:13][NH:14][C:15](=O)[O:16]C1C=CC([N+]([O-])=O)=CC=1. The catalyst is ClCCCl. The product is [Br:9][C:10]1[CH:30]=[CH:29][C:28]([Cl:31])=[C:27]2[C:11]=1[CH2:12][CH2:13][NH:14][C:15]2=[O:16]. The yield is 0.800.